This data is from Human Reference Interactome with 51,813 positive PPI pairs across 8,248 proteins, plus equal number of experimentally-validated negative pairs. The task is: Binary Classification. Given two protein amino acid sequences, predict whether they physically interact or not. (1) Protein 1 (ENSG00000187134) has sequence MGVVSLFLCIVEQIFTSSKKIQFRGIFMAKVPKSKALEATKLAIEAGFRHIDSAHLYNNEEQVGLAIRSKIADGSVKREDIFYTSKLWCNSHRPELVRPALERSLKNLQLDYVDLYLIHFPVSVKPGEEVIPKDENGKILFDTVDLCATWEAVEKCKDAGLAKSIGVSNFNRRQLEMILNKPGLKYKPVCNQPRDNSIFSLSPDW*MDSKYQCVKLNDGHFMPVLGFGTYAPAEVPKSKALEATKLAIEAGFRHIDSAHLYNNEEQVGLAIRSKIADGSVKREDIFYTSKLWCNSHRPEL.... Protein 2 (ENSG00000172732) has sequence MAAPVRLGRKRPLPACPNPLFVRWLTEWRDEATRSRRRTRFVFQKALRSLRRYPLPLRSGKEAKILQHFGDGLCRMLDERLQRHRTSGGDHAPDSPSGENSPAPQGRLAEVQDSSMPVPAQPKAGGSGSYWPARHSGARVILLVLYREHLNPNGHHFLTKEELLQRCAQKSPRVAPGSARPWPALRSLLHRNLVLRTHQPARYSLTPEGLELAQKLAESEGLSLLNVGIGPKEPPGEETAVPGAASAELASEAGVQQQPLELRPGEYRVLLCVDIGETRGGGHRPELLRELQRLHVTHTV.... Result: 0 (the proteins do not interact). (2) Protein 1 (ENSG00000180855) has sequence MASVALEDVAVNFTREEWALLGPCQKNLYKDVMQETIRNLDCVVMKWKDQNIEDQYRYPRKNLRCRMLERFVESKDGTQCGETSSQIQDSIVTKNTLPGVGPCESSMRGEKVMGHSSLNCYIRVGAGHKPHEYHECGEKPDTHKQRGKAFSYHNSFQTHERLHTGKKPYDCKECGKSFSSLGNLQRHMAVQRGDGPYKCKLCGKAFFWPSLLHMHERTHTGEKPYECKQCSKAFSFYSSYLRHERTHTGEKPYECKQCSKAFPFYSSYLRHERTHTGEKPYKCKQCSKAFPDSSSCLIHE.... Protein 2 (ENSG00000052850) has sequence MNAETCVSYCESPAAAMDAYYSPVSQSREGSSPFRAFPGGDKFGTTFLSAAAKAQGFGDAKSRARYGAGQQDLATPLESGAGARGSFNKFQPQPSTPQPQPPPQPQPQQQQPQPQPPAQPHLYLQRGACKTPPDGSLKLQEGSSGHSAALQVPCYAKESSLGEPELPPDSDTVGMDSSYLSVKEAGVKGPQDRASSDLPSPLEKADSESNKGKKRRNRTTFTSYQLEELEKVFQKTHYPDVYAREQLAMRTDLTEARVQVWFQNRRAKWRKRERFGQMQQVRTHFSTAYELPLLTRAENY.... Result: 0 (the proteins do not interact). (3) Protein 1 (ENSG00000162928) has sequence MASQPPPPPKPWETRRIPGAGPGPGPGPTFQSADLGPTLMTRPGQPALTRVPPPILPRPSQQTGSSSVNTFRPAYSSFSSGYGAYGNSFYGGYSPYSYGYNGLGYNRLRVDDLPPSRFVQQAEESSRGAFQSIESIVHAFASVSMMMDATFSAVYNSFRAVLDVANHFSRLKIHFTKVFSAFALVRTIRYLYRRLQRMLGLRRGSENEDLWAESEGTVACLGAEDRAATSAKSWPIFLFFAVILGGPYLIWKLLSTHSDEVTDSINWASGEDDHVVARAEYDFAAVSEEEISFRAGDMLN.... Protein 2 (ENSG00000213967) has sequence MGLLTFRDVAIEFSLEEWQCLDTAQKNLYRNVMLENYRNLAFLGIAVSKPDLIICLEKEKEPWNMKRDEMVDEPPGICPHFAQDIWPEQGVEDSFQKVILRRFEKCGHENLQLRKGCKSVDECKVHKEGYNGLNQCFTTTQGKASQCGKYLKVFYKFINLNRYKIRHTRKKPFKCKNCVKSFCMFSHKTQHKSIYTTEKSYKCKECGKTFNWSSTLTNHKKTHTEEKPYKCEEYGKAFNQSSNYTTHKVTHTGEKPYKCEECGKAFSQSSTLTIHKRIHTGEKPCKCEECGKAFSQPSAL.... Result: 0 (the proteins do not interact). (4) Protein 1 (ENSG00000130748) has sequence MGGGWWWARAARLARLRFRRSLLPPQRPRSGGARGSFAPGHGPRAGASPPPVSELDRADAWLLRKAHETAFLSWFRNGLLASGIGVISFMQSDMGREAAYGFFLLGGLCVVWGSASYAVGLAALRGPMQLTLGGAAVGAGAVLAASLLWACAVGLYMGQLELDVELVPEDDGTASAEGPDEAGRPPPE*. Protein 2 (ENSG00000141971) has sequence MDPVPGTDSAPLAGLAWSSASAPPPRGFSAISCTVEGAPASFGKSFAQKSGYFLCLSSLGSLENPQENVVADIQIVVDKSPLPLGFSPVCDPMDSKASVSKKKRMCVKLLPLGATDTAVFDVRLSGKTKTVPGYLRIGDMGGFAIWCKKAKAPRPVPKPRGLSRDMQGLSLDAASQPSKGGLLERTASRLGSRASTLRRNDSIYEASSLYGISAMDGVPFTLHPRFEGKSCSPLAFSAFGDLTIKSLADIEEEYNYGFVVEKTAAARLPPSVS*MDPVPGTDSAPLAGLAWSSASAPPPR.... Result: 0 (the proteins do not interact). (5) Protein 1 (ENSG00000212124) has sequence MMCFLLIISSILVVFAFVLGNVANGFIALVNVIDWVNTRKISSAEQILTALVVSRIGLLWVMLFLWYATVFNSALYGLEVRIVASNAWAVTNHFSMWLAASLSIFCLLKIANFSNLISLHLKKRIKSVVLVILLGPLVFLICNLAVITMDERVWTKEYEGNVTWKIKLRNAIHLSSLTVTTLANLIPFTLSLICFLLLICSLCKHLKKMRLHSKGSQDPSTKVHIKALQTVTSFLMLFAIYFLCIITSTWNLRTQQSKLVLLLCQTVAIMYPSFHSFILIMGSRKLKQTFLSVLWQMTR*.... Protein 2 (ENSG00000169752) has sequence MPTDHEEPCGPSHKSFCLNGGLCYVIPTIPSPFCRCVENYTGARCEEVFLPGSSIQTKSNLFEAFVALAVLVTLIIGAFYFLCRKGHFQRASSVQYDINLVETSSTSAHHSHEQH*MPTDHEEPCGPSHKSFCLNGGLCYVIPTIPSPFCS*MPTDHEEPCGPSHKSFCLNGGLCYVIPTIPSPFCRK*MPTDHEEPCGPSHKSFCLNGGLCYVIPTIPSPFCRCVENYTGARCEEVFLPGSSIQTKSNLFEAFVALAVLVTLIIGAFYFLCRKGHFQRASSVQYDINLVETSSTSAHHM.... Result: 0 (the proteins do not interact). (6) Protein 1 (ENSG00000116095) has sequence MEGVLYKWTNYLTGWQPRWFVLDNGILSYYDSQDDVCKGSKGSIKMAVCEIKVHSADNTRMELIIPGEQHFYMKAVNAAERQRWLVALGSSKACLTDTRTKKEKEISETSESLKTKMSELRLYCDLLMQQVHTIQEFVHHDENHSSPSAENMNEASSLLSATCNTFITTLEECVKIANAKFKPEMFQLHHPDPLVSPVSPSPVQMMKRSVSHPGSCSSERSSHSIKEPVSTLHRLSQRRRRTYSDTDSCSDIPLEDPDRPVHCSKNTLNGDLASATIPEESRLMAKKQSESEDTLPSFSS.... Protein 2 (ENSG00000116095) has sequence MEGVLYKWTNYLTGWQPRWFVLDNGILSYYDSQDDVCKGSKGSIKMAVCEIKVHSADNTRMELIIPGEQHFYMKAVNAAERQRWLVALGSSKACLTDTRTKKEKEISETSESLKTKMSELRLYCDLLMQQVHTIQEFVHHDENHSSPSAENMNEASSLLSATCNTFITTLEECVKIANAKFKPEMFQLHHPDPLVSPVSPSPVQMMKRSVSHPGSCSSERSSHSIKEPVSTLHRLSQRRRRTYSDTDSCSDIPLEDPDRPVHCSKNTLNGDLASATIPEESRLMAKKQSESEDTLPSFSS.... Result: 1 (the proteins interact).